This data is from Forward reaction prediction with 1.9M reactions from USPTO patents (1976-2016). The task is: Predict the product of the given reaction. (1) Given the reactants BrC1N=C(C(=O)NC)C(NC2C(C(F)(F)F)=CN=C(NC3C=CC(CP(=O)(O[C@@H](CCN4C=C(B5OC(C)(C)C(C)(C)O5)C=N4)C)OCC)=CC=3OC)N=2)=CC=1.[Br:57][C:58]1[N:63]=[C:62]([C:64](=[O:67])[NH:65][CH3:66])[C:61]([NH:68][C:69]2[C:74]([C:75]([F:78])([F:77])[F:76])=[CH:73][N:72]=[C:71]([NH:79][C:80]3[CH:93]=[CH:92][C:83]([CH2:84][P:85](=[O:91])([OH:90])[O:86][CH:87]([CH3:89])[CH3:88])=[CH:82][C:81]=3[O:94][CH3:95])[N:70]=2)=[CH:60][CH:59]=1.[CH3:96][C:97]([CH3:115])([CH2:100][N:101]1[CH:105]=[C:104]([B:106]2[O:110][C:109]([CH3:112])([CH3:111])[C:108]([CH3:114])([CH3:113])[O:107]2)[CH:103]=[N:102]1)[CH2:98]O, predict the reaction product. The product is: [Br:57][C:58]1[N:63]=[C:62]([C:64](=[O:67])[NH:65][CH3:66])[C:61]([NH:68][C:69]2[C:74]([C:75]([F:78])([F:76])[F:77])=[CH:73][N:72]=[C:71]([NH:79][C:80]3[CH:93]=[CH:92][C:83]([CH2:84][P:85](=[O:90])([O:86][CH:87]([CH3:88])[CH3:89])[O:91][CH2:96][C:97]([CH3:115])([CH3:98])[CH2:100][N:101]4[CH:105]=[C:104]([B:106]5[O:110][C:109]([CH3:112])([CH3:111])[C:108]([CH3:114])([CH3:113])[O:107]5)[CH:103]=[N:102]4)=[CH:82][C:81]=3[O:94][CH3:95])[N:70]=2)=[CH:60][CH:59]=1. (2) Given the reactants [O:1]=[S:2]1(=[O:28])[C:7]2[CH:8]=[CH:9][CH:10]=[CH:11][C:6]=2[NH:5][C:4]([C:12]2[C:17](=[O:18])[N:16]([N:19]=[CH:20][CH:21]([CH3:23])[CH3:22])[C:15]3[CH:24]=[CH:25][S:26][C:14]=3[C:13]=2[OH:27])=[N:3]1.CO.[BH4-].[Li+].Cl, predict the reaction product. The product is: [O:28]=[S:2]1(=[O:1])[C:7]2[CH:8]=[CH:9][CH:10]=[CH:11][C:6]=2[NH:5][C:4]([C:12]2[C:17](=[O:18])[N:16]([NH:19][CH2:20][C:21]3[CH:22]=[C:12]([CH:13]=[CH:14][CH:23]=3)[C:4]#[N:3])[C:15]3[CH:24]=[CH:25][S:26][C:14]=3[C:13]=2[OH:27])=[N:3]1. (3) Given the reactants [F:1][C:2]1([CH:15]=O)[CH2:7][CH2:6][N:5]([C:8]([O:10][C:11]([CH3:14])([CH3:13])[CH3:12])=[O:9])[CH2:4][CH2:3]1.[CH3:17][O:18][C:19]1[CH:20]=[C:21]2[C:25](=[CH:26][C:27]=1[O:28][CH3:29])[C:24](=[O:30])[CH2:23][CH2:22]2.[OH-].[Na+], predict the reaction product. The product is: [CH3:17][O:18][C:19]1[CH:20]=[C:21]2[C:25](=[CH:26][C:27]=1[O:28][CH3:29])[C:24](=[O:30])[C:23](=[CH:15][C:2]1([F:1])[CH2:3][CH2:4][N:5]([C:8]([O:10][C:11]([CH3:12])([CH3:13])[CH3:14])=[O:9])[CH2:6][CH2:7]1)[CH2:22]2. (4) Given the reactants [N:1]([C:4]1[C:9]([CH3:10])=[CH:8][N:7]=[CH:6][C:5]=1[C:11]([O:13][CH2:14][CH3:15])=[O:12])=[N+]=[N-].[H][H], predict the reaction product. The product is: [NH2:1][C:4]1[C:9]([CH3:10])=[CH:8][N:7]=[CH:6][C:5]=1[C:11]([O:13][CH2:14][CH3:15])=[O:12]. (5) Given the reactants Br[C:2]1[CH:7]=[CH:6][N:5]2[C:8](=[O:15])[N:9]([CH2:11][CH:12]([CH3:14])[CH3:13])[N:10]=[C:4]2[C:3]=1[C:16]1[CH:21]=[CH:20][C:19]([CH3:22])=[CH:18][CH:17]=1.[CH3:23][O:24][C:25]1[CH:30]=[CH:29][C:28](B(O)O)=[CH:27][CH:26]=1.C([O-])([O-])=O.[K+].[K+], predict the reaction product. The product is: [CH2:11]([N:9]1[C:8](=[O:15])[N:5]2[CH:6]=[CH:7][C:2]([C:28]3[CH:29]=[CH:30][C:25]([O:24][CH3:23])=[CH:26][CH:27]=3)=[C:3]([C:16]3[CH:21]=[CH:20][C:19]([CH3:22])=[CH:18][CH:17]=3)[C:4]2=[N:10]1)[CH:12]([CH3:14])[CH3:13].